Dataset: Peptide-MHC class I binding affinity with 185,985 pairs from IEDB/IMGT. Task: Regression. Given a peptide amino acid sequence and an MHC pseudo amino acid sequence, predict their binding affinity value. This is MHC class I binding data. (1) The peptide sequence is LTGHMLDMY. The MHC is HLA-A01:01 with pseudo-sequence HLA-A01:01. The binding affinity (normalized) is 1.00. (2) The peptide sequence is LERTSKASLER. The MHC is HLA-A11:01 with pseudo-sequence HLA-A11:01. The binding affinity (normalized) is 0.0928. (3) The peptide sequence is KLMALELFK. The MHC is HLA-A30:01 with pseudo-sequence HLA-A30:01. The binding affinity (normalized) is 0.851. (4) The peptide sequence is IDWKVCQRIV. The MHC is Patr-B2401 with pseudo-sequence Patr-B2401. The binding affinity (normalized) is 0.157. (5) The peptide sequence is SRYFGNVRL. The MHC is HLA-A01:01 with pseudo-sequence HLA-A01:01. The binding affinity (normalized) is 0.0847. (6) The peptide sequence is CDPVHGNLA. The MHC is Mamu-A01 with pseudo-sequence Mamu-A01. The binding affinity (normalized) is 0. (7) The peptide sequence is ITMVNSLTY. The MHC is SLA-20401 with pseudo-sequence SLA-20401. The binding affinity (normalized) is 0.256. (8) The peptide sequence is AEMLASIDL. The MHC is HLA-B40:01 with pseudo-sequence HLA-B40:01. The binding affinity (normalized) is 0.842. (9) The peptide sequence is WLSLLVPFV. The MHC is HLA-A02:05 with pseudo-sequence HLA-A02:05. The binding affinity (normalized) is 0.872.